This data is from Peptide-MHC class II binding affinity with 134,281 pairs from IEDB. The task is: Regression. Given a peptide amino acid sequence and an MHC pseudo amino acid sequence, predict their binding affinity value. This is MHC class II binding data. The peptide sequence is NDVSTYASGKVWGQK. The MHC is DRB3_0101 with pseudo-sequence DRB3_0101. The binding affinity (normalized) is 0.0652.